From a dataset of Full USPTO retrosynthesis dataset with 1.9M reactions from patents (1976-2016). Predict the reactants needed to synthesize the given product. (1) Given the product [CH2:1]([O:3][C:4]1[CH:5]=[C:6]([C:13](=[O:19])[CH2:14][CH2:15][C:16]([NH:36][C:28]2[CH:27]=[C:26]([C:23]3[CH:24]=[CH:25][N:20]=[CH:21][CH:22]=3)[C:35]3[C:30](=[CH:31][CH:32]=[CH:33][CH:34]=3)[N:29]=2)=[O:18])[CH:7]=[CH:8][C:9]=1[O:10][CH2:11][CH3:12])[CH3:2], predict the reactants needed to synthesize it. The reactants are: [CH2:1]([O:3][C:4]1[CH:5]=[C:6]([C:13](=[O:19])[CH2:14][CH2:15][C:16]([OH:18])=O)[CH:7]=[CH:8][C:9]=1[O:10][CH2:11][CH3:12])[CH3:2].[N:20]1[CH:25]=[CH:24][C:23]([C:26]2[C:35]3[C:30](=[CH:31][CH:32]=[CH:33][CH:34]=3)[N:29]=[C:28]([NH2:36])[CH:27]=2)=[CH:22][CH:21]=1.CCN=C=NCCCN(C)C.C1C=CC2N(O)N=NC=2C=1. (2) The reactants are: C(=O)([O-])[O-].[Na+].[Na+].[OH:7][C:8]1[CH:21]=[C:20]([OH:22])[CH:19]=[CH:18][C:9]=1[C:10]([C:12]1[CH:17]=[CH:16][CH:15]=[CH:14][CH:13]=1)=[O:11].[C:23](OC=C)(=O)[CH2:24]C.C1(C(C2C=CC(OC=C)=CC=2O)=O)C=CC=CC=1. Given the product [C:12]1([C:10]([C:9]2[CH:18]=[CH:19][C:20]([OH:22])=[CH:21][C:8]=2[O:7][CH:23]=[CH2:24])=[O:11])[CH:17]=[CH:16][CH:15]=[CH:14][CH:13]=1, predict the reactants needed to synthesize it. (3) Given the product [O:15]1[CH2:16][CH2:17][N:12]([C:11]2[C:2]([NH2:1])=[N:3][C:4]3[C:9]([CH:10]=2)=[CH:8][C:7]([C:18]2[CH:23]=[CH:22][CH:21]=[CH:20][C:19]=2[CH2:24][CH:26]2[CH2:31][CH2:30][O:29][CH2:28][CH2:27]2)=[CH:6][CH:5]=3)[CH2:13][CH2:14]1, predict the reactants needed to synthesize it. The reactants are: [NH2:1][C:2]1[C:11]([N:12]2[CH2:17][CH2:16][O:15][CH2:14][CH2:13]2)=[CH:10][C:9]2[C:4](=[CH:5][CH:6]=[C:7]([C:18]3[CH:23]=[CH:22][CH:21]=[CH:20][C:19]=3[CH:24]([CH:26]3[CH2:31][CH2:30][O:29][CH2:28][CH2:27]3)O)[CH:8]=2)[N:3]=1.C([SiH](CC)CC)C.C(O)(C(F)(F)F)=O.